Predict the reaction yield, written as a fraction of the theoretical maximum amount of product (1.0 means a 100% yield; for example, 0.34 means a 34% yield). From a dataset of Reaction yield outcomes from USPTO patents with 853,638 reactions. (1) The reactants are [CH3:1][C:2]1[CH:9]=[CH:8][C:5]([C:6]#[N:7])=[CH:4][C:3]=1[N+:10]([O-:12])=[O:11].[CH2:13]([O:16][C:17](=[O:23])[C:18](OCC)=[O:19])[CH2:14]C.CC[O-].[Na+].Cl. The catalyst is CCO. The product is [CH2:13]([O:16][C:17](=[O:23])[C:18](=[O:19])[CH2:1][C:2]1[CH:9]=[CH:8][C:5]([C:6]#[N:7])=[CH:4][C:3]=1[N+:10]([O-:12])=[O:11])[CH3:14]. The yield is 0.370. (2) No catalyst specified. The product is [Cl:19][C:2]1[C:11]2[C:6](=[CH:7][CH:8]=[C:9]([O:12][CH2:13][CH2:14][O:15][CH3:16])[CH:10]=2)[N:5]=[CH:4][N:3]=1. The reactants are O[C:2]1[C:11]2[C:6](=[CH:7][CH:8]=[C:9]([O:12][CH2:13][CH2:14][O:15][CH3:16])[CH:10]=2)[N:5]=[CH:4][N:3]=1.O=P(Cl)(Cl)[Cl:19]. The yield is 0.710. (3) The reactants are C([O:8][CH2:9][CH2:10][CH2:11][CH2:12][CH2:13][CH2:14][CH2:15][CH2:16][CH2:17][CH2:18][CH2:19][CH2:20][CH2:21][CH2:22][CH:23]=[CH:24][C:25]1[C:33]2[C:28](=[CH:29][CH:30]=[CH:31][CH:32]=2)[N:27]([S:34]([C:37]2[CH:42]=[CH:41][C:40]([O:43][CH3:44])=[CH:39][CH:38]=2)(=[O:36])=[O:35])[CH:26]=1)C1C=CC=CC=1.C.[H][H]. The catalyst is C(O)C.[Pd]. The product is [OH:8][CH2:9][CH2:10][CH2:11][CH2:12][CH2:13][CH2:14][CH2:15][CH2:16][CH2:17][CH2:18][CH2:19][CH2:20][CH2:21][CH2:22][CH2:23][CH2:24][C:25]1[C:33]2[C:28](=[CH:29][CH:30]=[CH:31][CH:32]=2)[N:27]([S:34]([C:37]2[CH:42]=[CH:41][C:40]([O:43][CH3:44])=[CH:39][CH:38]=2)(=[O:36])=[O:35])[CH:26]=1. The yield is 0.920. (4) The reactants are [F:1][C:2]1[C:10]([O:11][C:12]2[C:21]3[C:16](=[CH:17][C:18]([O:24][CH2:25][CH2:26][CH2:27][N:28]4[CH2:33][CH2:32][N:31](C(OC(C)(C)C)=O)[CH2:30][CH2:29]4)=[C:19]([O:22][CH3:23])[CH:20]=3)[N:15]=[CH:14][N:13]=2)=[CH:9][CH:8]=[C:7]2[C:3]=1[CH:4]=[C:5]([CH3:41])[NH:6]2.Cl. The catalyst is O1CCOCC1. The product is [F:1][C:2]1[C:10]([O:11][C:12]2[C:21]3[C:16](=[CH:17][C:18]([O:24][CH2:25][CH2:26][CH2:27][N:28]4[CH2:33][CH2:32][NH:31][CH2:30][CH2:29]4)=[C:19]([O:22][CH3:23])[CH:20]=3)[N:15]=[CH:14][N:13]=2)=[CH:9][CH:8]=[C:7]2[C:3]=1[CH:4]=[C:5]([CH3:41])[NH:6]2. The yield is 0.960. (5) The reactants are [CH2:1]([O:3][P:4]([CH2:9][NH:10][C:11]([C:13]1[C:14]2[CH:15]=[CH:16][CH:17]=[N:18][C:19]=2[C:20]([O:35]C(C2C=CC=CC=2)C2C=CC=CC=2)=[C:21]2[C:25](=[O:26])[N:24]([CH2:27][C:28]3[CH:33]=[CH:32][C:31]([F:34])=[CH:30][CH:29]=3)[CH2:23][C:22]=12)=[O:12])(=[O:8])[O:5][CH2:6][CH3:7])[CH3:2].C(O)(C(F)(F)F)=O. The catalyst is C(Cl)Cl. The product is [CH2:6]([O:5][P:4]([CH2:9][NH:10][C:11]([C:13]1[C:14]2[CH:15]=[CH:16][CH:17]=[N:18][C:19]=2[C:20]([OH:35])=[C:21]2[C:25](=[O:26])[N:24]([CH2:27][C:28]3[CH:29]=[CH:30][C:31]([F:34])=[CH:32][CH:33]=3)[CH2:23][C:22]=12)=[O:12])(=[O:8])[O:3][CH2:1][CH3:2])[CH3:7]. The yield is 0.660. (6) The reactants are [Cl:1][C:2]1[N:3]=[CH:4][C:5]2[S:10][CH:9]=[C:8]([C:11]([OH:13])=O)[C:6]=2[N:7]=1.[N:14]1[CH:15]=[C:16]([NH2:23])[N:17]2[C:22]=1[CH:21]=[CH:20][CH:19]=[N:18]2.CCN(C(C)C)C(C)C.ON1C2N=CC=CC=2N=N1.CN(C(ON1N=NC2C=CC=NC1=2)=[N+](C)C)C.F[P-](F)(F)(F)(F)F. The catalyst is CN(C=O)C.ClCCl.O. The product is [N:14]1[CH:15]=[C:16]([NH:23][C:11]([C:8]2[C:6]3[N:7]=[C:2]([Cl:1])[N:3]=[CH:4][C:5]=3[S:10][CH:9]=2)=[O:13])[N:17]2[C:22]=1[CH:21]=[CH:20][CH:19]=[N:18]2. The yield is 1.11. (7) The reactants are [OH:1][C:2]1[C:7]2[C@@:8]3([OH:45])[C@@:21]([O:25][CH3:26])([C@H:22]([OH:24])[CH2:23][C:6]=2[CH:5]=[C:4]([CH3:46])[C:3]=1[C:47]([O:49][CH3:50])=[O:48])[C:20](=[O:27])[C:19]1[C:10](=[CH:11][C:12]2[C:13](=[O:43])[C:14]([NH:30][C@@H:31]4[C@H:36]([O:37][CH3:38])[C@H:35]([OH:39])[C@@H:34]([O:40][CH3:41])[C@H:33]([CH3:42])[O:32]4)=[CH:15]C(=O)C=2C=1O)[C:9]3=[O:44].[NH2:51][CH2:52][CH2:53][CH2:54][OH:55]. The catalyst is CO. The product is [OH:1][C:2]1[C:7]2[C@@:8]3([OH:45])[C@@:21]([O:25][CH3:26])([C@H:22]([OH:24])[CH2:23][C:6]=2[CH:5]=[C:4]([CH3:46])[C:3]=1[C:47]([O:49][CH3:50])=[O:48])[C:20](=[O:27])[C:19]1[C:10](=[CH:11][C:12]2[C:13](=[O:43])[C:14]([NH:30][C@@H:31]4[C@H:36]([O:37][CH3:38])[C@H:35]([OH:39])[C@@H:34]([O:40][CH3:41])[C@H:33]([CH3:42])[O:32]4)=[CH:15]/[C:52](=[N:51]\[CH2:4][CH2:3][CH2:2][OH:1])/[C:53]=2[C:54]=1[OH:55])[C:9]3=[O:44]. The yield is 0.566. (8) The reactants are [C:1]1([S:7]([C:10]2[C:18]3[C:13](=[CH:14][CH:15]=[CH:16][CH:17]=3)[NH:12][C:11]=2[C:19]([OH:21])=[O:20])(=O)=O)[CH:6]=[CH:5][CH:4]=[CH:3][CH:2]=1.CO.[Si](C=[N+]=[N-])(C)(C)[CH3:25]. The catalyst is C1C=CC=CC=1. The product is [C:1]1([S:7][C:10]2[C:18]3[C:13](=[CH:14][CH:15]=[CH:16][CH:17]=3)[NH:12][C:11]=2[C:19]([O:21][CH3:25])=[O:20])[CH:6]=[CH:5][CH:4]=[CH:3][CH:2]=1. The yield is 0.870. (9) The reactants are [CH3:1][S:2](Cl)(=[O:4])=[O:3].[C:6]([O:15][CH3:16])(=[O:14])[C:7]1[C:8](=[CH:10][CH:11]=[CH:12][CH:13]=1)[NH2:9].N1C=CC=CC=1. No catalyst specified. The product is [CH3:1][S:2]([NH:9][C:8]1[CH:10]=[CH:11][CH:12]=[CH:13][C:7]=1[C:6]([O:15][CH3:16])=[O:14])(=[O:4])=[O:3]. The yield is 0.750. (10) The reactants are [C:1]([CH2:3][C:4]1(C(O)=O)[CH2:7][CH2:6][CH2:5]1)#[N:2].C1C=CC(P([N:25]=[N+]=[N-])(C2C=CC=CC=2)=O)=CC=1.[Cl:28][C:29]1[CH:30]=[C:31]([C:36]2[C:44]([C:45]([NH2:47])=[O:46])=[C:39]3[CH2:40][NH:41][CH2:42][CH2:43][N:38]3[N:37]=2)[CH:32]=[CH:33][C:34]=1[F:35].C1[CH2:52][O:51]CC1. The catalyst is C1(C)C=CC=CC=1. The product is [Cl:28][C:29]1[CH:30]=[C:31]([C:36]2[C:44]([C:45]([NH2:47])=[O:46])=[C:39]3[CH2:40][N:41]([C:52]([NH:25][C:4]4([CH2:3][C:1]#[N:2])[CH2:5][CH2:6][CH2:7]4)=[O:51])[CH2:42][CH2:43][N:38]3[N:37]=2)[CH:32]=[CH:33][C:34]=1[F:35]. The yield is 0.320.